This data is from Peptide-MHC class II binding affinity with 134,281 pairs from IEDB. The task is: Regression. Given a peptide amino acid sequence and an MHC pseudo amino acid sequence, predict their binding affinity value. This is MHC class II binding data. (1) The peptide sequence is KEPLKECGGILQAYD. The binding affinity (normalized) is 0.280. The MHC is DRB1_1101 with pseudo-sequence DRB1_1101. (2) The peptide sequence is LAHPSKRSQKLLQNL. The MHC is DRB1_0101 with pseudo-sequence DRB1_0101. The binding affinity (normalized) is 0.462. (3) The peptide sequence is GQKYFKGNFQRLAIT. The MHC is DRB1_0405 with pseudo-sequence DRB1_0405. The binding affinity (normalized) is 0.491. (4) The peptide sequence is YQIAFSRGNRAFIAI. The MHC is HLA-DPA10103-DPB10401 with pseudo-sequence HLA-DPA10103-DPB10401. The binding affinity (normalized) is 0.349. (5) The peptide sequence is FDAVASLPPGSAKLS. The MHC is DRB1_0101 with pseudo-sequence DRB1_0101. The binding affinity (normalized) is 0.802. (6) The peptide sequence is ECGGILQAYDLRDAP. The MHC is HLA-DPA10103-DPB10201 with pseudo-sequence HLA-DPA10103-DPB10201. The binding affinity (normalized) is 0.340. (7) The peptide sequence is DKRLAAYLMLMRSPS. The MHC is DRB1_1302 with pseudo-sequence DRB1_1302. The binding affinity (normalized) is 0.520. (8) The peptide sequence is NTARLMAGAGPAPML. The MHC is DRB1_0404 with pseudo-sequence DRB1_0404. The binding affinity (normalized) is 0.170.